Dataset: Catalyst prediction with 721,799 reactions and 888 catalyst types from USPTO. Task: Predict which catalyst facilitates the given reaction. (1) Product: [NH2:1][C:4]1[CH:5]=[CH:6][C:7]([C:8]([O:10][CH2:11][CH2:12][NH:13][C:14]([O:16][CH2:17][CH:18]2[C:30]3[CH:29]=[CH:28][CH:27]=[CH:26][C:25]=3[C:24]3[C:19]2=[CH:20][CH:21]=[CH:22][CH:23]=3)=[O:15])=[O:9])=[CH:31][CH:32]=1. Reactant: [N+:1]([C:4]1[CH:32]=[CH:31][C:7]([C:8]([O:10][CH2:11][CH2:12][NH:13][C:14]([O:16][CH2:17][CH:18]2[C:30]3[CH:29]=[CH:28][CH:27]=[CH:26][C:25]=3[C:24]3[C:19]2=[CH:20][CH:21]=[CH:22][CH:23]=3)=[O:15])=[O:9])=[CH:6][CH:5]=1)([O-])=O. The catalyst class is: 78. (2) Reactant: [O:1]([CH2:8][CH2:9][OH:10])[C:2]1[CH:7]=[CH:6][CH:5]=[CH:4][CH:3]=1.[H-].[Na+].[CH3:13][C:14]1[CH:19]=[C:18]([C:20]2[NH:29][C:28](=[O:30])[C:27]3[C:22](=[CH:23][C:24](F)=[CH:25][C:26]=3[O:31][CH3:32])[N:21]=2)[CH:17]=[C:16]([CH3:34])[N:15]=1.O. Product: [CH3:13][C:14]1[CH:19]=[C:18]([C:20]2[NH:29][C:28](=[O:30])[C:27]3[C:22](=[CH:23][C:24]([O:10][CH2:9][CH2:8][O:1][C:2]4[CH:7]=[CH:6][CH:5]=[CH:4][CH:3]=4)=[CH:25][C:26]=3[O:31][CH3:32])[N:21]=2)[CH:17]=[C:16]([CH3:34])[N:15]=1. The catalyst class is: 16. (3) Reactant: [CH3:1][N:2]1[CH:6]=[C:5]([NH:7][C:8]([C:10]2[N:11]([CH3:18])[CH:12]=[C:13]([N+:15]([O-:17])=[O:16])[CH:14]=2)=[O:9])[CH:4]=[C:3]1[C:19]([O:21]C)=[O:20].[OH-].[Na+].Cl. Product: [CH3:1][N:2]1[CH:6]=[C:5]([NH:7][C:8]([C:10]2[N:11]([CH3:18])[CH:12]=[C:13]([N+:15]([O-:17])=[O:16])[CH:14]=2)=[O:9])[CH:4]=[C:3]1[C:19]([OH:21])=[O:20]. The catalyst class is: 8. (4) Reactant: [OH-].[Na+].[Cl:3][C:4]1[CH:9]=[CH:8][CH:7]=[CH:6][C:5]=1[N:10]1[C:14]([C:15]([O:17]C)=[O:16])=[CH:13][C:12]([C:19]2[CH:24]=[CH:23][N:22]=[C:21]([Cl:25])[CH:20]=2)=[N:11]1.C1COCC1. Product: [Cl:3][C:4]1[CH:9]=[CH:8][CH:7]=[CH:6][C:5]=1[N:10]1[C:14]([C:15]([OH:17])=[O:16])=[CH:13][C:12]([C:19]2[CH:24]=[CH:23][N:22]=[C:21]([Cl:25])[CH:20]=2)=[N:11]1. The catalyst class is: 6. (5) Reactant: Cl[C:2]1[N:7]=[C:6]([NH:8][C:9]([C:11]2([C:14]3[CH:24]=[CH:23][C:17]4[O:18][C:19]([F:22])([F:21])[O:20][C:16]=4[CH:15]=3)[CH2:13][CH2:12]2)=[O:10])[CH:5]=[CH:4][C:3]=1[CH3:25].[CH3:26][O:27][C:28]1[C:33](B2OC(C)(C)C(C)(C)O2)=[CH:32][C:31]([CH3:43])=[CH:30][N:29]=1.C(=O)([O-])[O-].[Na+].[Na+]. Product: [F:21][C:19]1([F:22])[O:18][C:17]2[CH:23]=[CH:24][C:14]([C:11]3([C:9]([NH:8][C:6]4[N:7]=[C:2]([C:33]5[C:28]([O:27][CH3:26])=[N:29][CH:30]=[C:31]([CH3:43])[CH:32]=5)[C:3]([CH3:25])=[CH:4][CH:5]=4)=[O:10])[CH2:13][CH2:12]3)=[CH:15][C:16]=2[O:20]1. The catalyst class is: 853. (6) Reactant: [CH3:1][O:2][CH2:3][C:4]([NH:6][C:7]1[CH:12]=[CH:11][CH:10]=[C:9]([C:13]2[C:21]3[C:16](=[CH:17][CH:18]=[C:19]([C:22]4[N:23]=[N:24][N:25](C(C5C=CC=CC=5)(C5C=CC=CC=5)C5C=CC=CC=5)[N:26]=4)[CH:20]=3)[N:15](C3CCCCO3)[N:14]=2)[CH:8]=1)=[O:5].[OH-].[Na+]. Product: [N:26]1[NH:25][N:24]=[N:23][C:22]=1[C:19]1[CH:20]=[C:21]2[C:16](=[CH:17][CH:18]=1)[NH:15][N:14]=[C:13]2[C:9]1[CH:8]=[C:7]([NH:6][C:4](=[O:5])[CH2:3][O:2][CH3:1])[CH:12]=[CH:11][CH:10]=1. The catalyst class is: 89.